Dataset: Forward reaction prediction with 1.9M reactions from USPTO patents (1976-2016). Task: Predict the product of the given reaction. (1) Given the reactants [NH:1]1[CH2:6][CH2:5][CH:4]([O:7][C:8]2[CH:13]=[CH:12][C:11]([CH:14]3[CH2:19][CH2:18][N:17]([C:20]([O:22][CH2:23][C:24]4[CH:29]=[CH:28][CH:27]=[CH:26][CH:25]=4)=[O:21])[CH2:16][CH2:15]3)=[CH:10][CH:9]=2)[CH2:3][CH2:2]1.C(O)(=O)C.[CH3:34][C:35]([CH3:37])=O.C(O[BH-](OC(=O)C)OC(=O)C)(=O)C.[Na+], predict the reaction product. The product is: [CH3:34][CH:35]([N:1]1[CH2:6][CH2:5][CH:4]([O:7][C:8]2[CH:9]=[CH:10][C:11]([CH:14]3[CH2:15][CH2:16][N:17]([C:20]([O:22][CH2:23][C:24]4[CH:25]=[CH:26][CH:27]=[CH:28][CH:29]=4)=[O:21])[CH2:18][CH2:19]3)=[CH:12][CH:13]=2)[CH2:3][CH2:2]1)[CH3:37]. (2) Given the reactants [F:1][C:2]1([F:22])[CH2:8][CH:7]2[N:9](S(C3C=CC=CC=3[N+]([O-])=O)(=O)=O)[CH:3]1[CH2:4][O:5][CH2:6]2.[Li+].[OH-].SCC(O)=O, predict the reaction product. The product is: [F:1][C:2]1([F:22])[CH2:8][CH:7]2[NH:9][CH:3]1[CH2:4][O:5][CH2:6]2. (3) Given the reactants [C:1]([O:5][C:6]([N:8]1[CH2:13][CH:12]2[C:10]([C:14]3[CH:19]=[CH:18][C:17](Br)=[CH:16][CH:15]=3)([CH2:11]2)[CH2:9]1)=[O:7])([CH3:4])([CH3:3])[CH3:2].CC(C)([O-])C.[Na+].[NH:27]1[CH2:32][CH2:31][O:30][CH2:29][CH2:28]1, predict the reaction product. The product is: [C:1]([O:5][C:6]([N:8]1[CH2:13][CH:12]2[C:10]([C:14]3[CH:19]=[CH:18][C:17]([N:27]4[CH2:32][CH2:31][O:30][CH2:29][CH2:28]4)=[CH:16][CH:15]=3)([CH2:11]2)[CH2:9]1)=[O:7])([CH3:4])([CH3:3])[CH3:2]. (4) Given the reactants [Br:1][C:2]1[CH:3]=[C:4]2[C:8](=[CH:9][CH:10]=1)[N:7]([CH3:11])[N:6]=[C:5]2[C:12](OC)=[O:13].O1CCCC1.[AlH4-].[Li+], predict the reaction product. The product is: [Br:1][C:2]1[CH:3]=[C:4]2[C:8](=[CH:9][CH:10]=1)[N:7]([CH3:11])[N:6]=[C:5]2[CH2:12][OH:13]. (5) Given the reactants FC1C=CC(CBr)=CC=1.[F:10][C:11]([F:21])([F:20])[C:12]1[CH:19]=[CH:18][C:15]([CH2:16]Br)=[CH:14][CH:13]=1.[CH3:22][C:23]1[CH:27]=[C:26]([N:28]2[C:32](=[O:33])[NH:31][N:30]=[CH:29]2)[S:25][C:24]=1[C:34]([O:36][CH2:37][CH3:38])=[O:35], predict the reaction product. The product is: [CH3:22][C:23]1[CH:27]=[C:26]([N:28]2[C:32](=[O:33])[N:31]([CH2:16][C:15]3[CH:18]=[CH:19][C:12]([C:11]([F:21])([F:20])[F:10])=[CH:13][CH:14]=3)[N:30]=[CH:29]2)[S:25][C:24]=1[C:34]([O:36][CH2:37][CH3:38])=[O:35]. (6) Given the reactants [C:1]12([NH:11][CH2:12][C:13]3[CH:14]=[C:15](/[CH:19]=[CH:20]/[C:21]([O-:23])=[O:22])[N:16]([CH3:18])[CH:17]=3)[CH2:10][CH:5]3[CH2:6][CH:7]([CH2:9][CH:3]([CH2:4]3)[CH2:2]1)[CH2:8]2.[OH-].[K+].Cl, predict the reaction product. The product is: [C:1]12([NH:11][CH2:12][C:13]3[CH:14]=[C:15](/[CH:19]=[CH:20]/[C:21]([OH:23])=[O:22])[N:16]([CH3:18])[CH:17]=3)[CH2:2][CH:3]3[CH2:4][CH:5]([CH2:6][CH:7]([CH2:9]3)[CH2:8]1)[CH2:10]2.